This data is from Forward reaction prediction with 1.9M reactions from USPTO patents (1976-2016). The task is: Predict the product of the given reaction. (1) Given the reactants [C:1]([O:9][C@H:10]1[C@@H:16]([O:17][C:18](=[O:25])[C:19]2[CH:24]=[CH:23][CH:22]=[CH:21][CH:20]=2)[C@H:15]([O:26][C:27](=[O:34])[C:28]2[CH:33]=[CH:32][CH:31]=[CH:30][CH:29]=2)[C@@H:14]([CH2:35][O:36][C:37](=[O:44])[C:38]2[CH:43]=[CH:42][CH:41]=[CH:40][CH:39]=2)[O:13][CH:11]1[OH:12])(=[O:8])[C:2]1[CH:7]=[CH:6][CH:5]=[CH:4][CH:3]=1.C(=O)([O-])[O-].[Na+].[Na+].C([O:58][C:59](=[O:62])[CH2:60]Br)C1C=CC=CC=1.COC(C)(C)C, predict the reaction product. The product is: [C:1]([O:9][C@H:10]1[C@@H:16]([O:17][C:18](=[O:25])[C:19]2[CH:24]=[CH:23][CH:22]=[CH:21][CH:20]=2)[C@H:15]([O:26][C:27](=[O:34])[C:28]2[CH:29]=[CH:30][CH:31]=[CH:32][CH:33]=2)[C@@H:14]([CH2:35][O:36][C:37](=[O:44])[C:38]2[CH:39]=[CH:40][CH:41]=[CH:42][CH:43]=2)[O:13][CH:11]1[O:12][CH2:60][C:59]([OH:62])=[O:58])(=[O:8])[C:2]1[CH:7]=[CH:6][CH:5]=[CH:4][CH:3]=1. (2) Given the reactants [N:1]1([C:10]2[C@:26]3([CH3:27])[CH:13]([CH:14]4[CH:23]([CH2:24][CH2:25]3)[C@:22]3([CH3:28])[C@@H:17]([CH2:18][C@H:19]([OH:29])[CH2:20][CH2:21]3)[CH2:16][CH2:15]4)[CH2:12][CH:11]=2)[C:5]2[CH:6]=[CH:7][CH:8]=[CH:9][C:4]=2[N:3]=[CH:2]1.C[N+]1([O-])CCOCC1, predict the reaction product. The product is: [N:1]1([C:10]2[C@:26]3([CH3:27])[CH:13]([CH:14]4[CH:23]([CH2:24][CH2:25]3)[C@:22]3([CH3:28])[C@@H:17]([CH2:18][C:19](=[O:29])[CH2:20][CH2:21]3)[CH2:16][CH2:15]4)[CH2:12][CH:11]=2)[C:5]2[CH:6]=[CH:7][CH:8]=[CH:9][C:4]=2[N:3]=[CH:2]1.